This data is from Full USPTO retrosynthesis dataset with 1.9M reactions from patents (1976-2016). The task is: Predict the reactants needed to synthesize the given product. (1) Given the product [OH:2][CH:1]([C:31]1[CH:32]=[CH:33][C:28]([CH3:36])=[CH:29][CH:30]=1)[C:3]1[S:7][C:6]([C:8]2[CH:9]=[CH:10][C:11]([CH2:14][CH2:15][C:16]3([NH:24][C:25](=[O:27])[CH3:26])[CH2:17][O:18][C:19]([CH3:22])([CH3:23])[O:20][CH2:21]3)=[CH:12][CH:13]=2)=[CH:5][CH:4]=1, predict the reactants needed to synthesize it. The reactants are: [CH:1]([C:3]1[S:7][C:6]([C:8]2[CH:13]=[CH:12][C:11]([CH2:14][CH2:15][C:16]3([NH:24][C:25](=[O:27])[CH3:26])[CH2:21][O:20][C:19]([CH3:23])([CH3:22])[O:18][CH2:17]3)=[CH:10][CH:9]=2)=[CH:5][CH:4]=1)=[O:2].[C:28]1([CH3:36])[CH:33]=[CH:32][C:31]([Mg]Br)=[CH:30][CH:29]=1.[Cl-].[NH4+]. (2) The reactants are: [Cl:1][C:2]1[C:6]([N+:7]([O-])=O)=[CH:5][N:4]([C:10]2[CH:11]=[N:12][CH:13]=[CH:14][CH:15]=2)[N:3]=1.C(O)C.O.[Cl-].[NH4+]. Given the product [Cl:1][C:2]1[C:6]([NH2:7])=[CH:5][N:4]([C:10]2[CH:11]=[N:12][CH:13]=[CH:14][CH:15]=2)[N:3]=1, predict the reactants needed to synthesize it. (3) The reactants are: [Br:1][C:2]1[CH:3]=[C:4]([CH:9]=[C:10]([CH:12]=O)[CH:11]=1)[C:5]([O:7][CH3:8])=[O:6].BrC1C=C(C(OC)=O)C=C(C=1)C(OC)=O.[CH3:29][NH:30][CH3:31].O1CCCC1.C(O[BH-](OC(=O)C)OC(=O)C)(=O)C.[Na+].C(=O)(O)[O-].[Na+]. Given the product [Br:1][C:2]1[CH:3]=[C:4]([CH:9]=[C:10]([CH2:12][N:30]([CH3:31])[CH3:29])[CH:11]=1)[C:5]([O:7][CH3:8])=[O:6], predict the reactants needed to synthesize it. (4) Given the product [CH3:39][N:38]([CH3:40])[CH2:37][CH2:36][O:23][C:20]1[CH:21]=[C:22]2[C:17]([CH2:16][CH2:15][CH2:14][CH:13]2[C:11]([N:10]([CH2:9][C:6]2[CH:7]=[CH:8][C:3]([N:2]([CH3:33])[CH3:1])=[CH:4][CH:5]=2)[C:24]2[CH:25]=[CH:26][C:27]([CH:30]([CH3:31])[CH3:32])=[CH:28][CH:29]=2)=[O:12])=[CH:18][CH:19]=1, predict the reactants needed to synthesize it. The reactants are: [CH3:1][N:2]([CH3:33])[C:3]1[CH:8]=[CH:7][C:6]([CH2:9][N:10]([C:24]2[CH:29]=[CH:28][C:27]([CH:30]([CH3:32])[CH3:31])=[CH:26][CH:25]=2)[C:11]([CH:13]2[C:22]3[C:17](=[CH:18][CH:19]=[C:20]([OH:23])[CH:21]=3)[CH2:16][CH2:15][CH2:14]2)=[O:12])=[CH:5][CH:4]=1.Cl.Cl[CH2:36][CH2:37][N:38]([CH3:40])[CH3:39].[I-].[Na+].